This data is from NCI-60 drug combinations with 297,098 pairs across 59 cell lines. The task is: Regression. Given two drug SMILES strings and cell line genomic features, predict the synergy score measuring deviation from expected non-interaction effect. (1) Drug 1: C1CCC(C1)C(CC#N)N2C=C(C=N2)C3=C4C=CNC4=NC=N3. Drug 2: CN(CCCl)CCCl.Cl. Cell line: HCC-2998. Synergy scores: CSS=7.58, Synergy_ZIP=-1.91, Synergy_Bliss=-0.699, Synergy_Loewe=-17.6, Synergy_HSA=-5.75. (2) Drug 1: C1=C(C(=O)NC(=O)N1)N(CCCl)CCCl. Drug 2: CCC1(CC2CC(C3=C(CCN(C2)C1)C4=CC=CC=C4N3)(C5=C(C=C6C(=C5)C78CCN9C7C(C=CC9)(C(C(C8N6C=O)(C(=O)OC)O)OC(=O)C)CC)OC)C(=O)OC)O.OS(=O)(=O)O. Cell line: COLO 205. Synergy scores: CSS=53.0, Synergy_ZIP=2.70, Synergy_Bliss=4.37, Synergy_Loewe=-0.306, Synergy_HSA=3.61. (3) Drug 1: C1C(C(OC1N2C=C(C(=O)NC2=O)F)CO)O. Drug 2: CCN(CC)CCNC(=O)C1=C(NC(=C1C)C=C2C3=C(C=CC(=C3)F)NC2=O)C. Cell line: MOLT-4. Synergy scores: CSS=68.3, Synergy_ZIP=-2.62, Synergy_Bliss=-1.66, Synergy_Loewe=-3.13, Synergy_HSA=0.0642. (4) Synergy scores: CSS=54.4, Synergy_ZIP=-1.11, Synergy_Bliss=-1.15, Synergy_Loewe=0.431, Synergy_HSA=1.96. Drug 1: CCC1=C2CN3C(=CC4=C(C3=O)COC(=O)C4(CC)O)C2=NC5=C1C=C(C=C5)O. Drug 2: CN(CC1=CN=C2C(=N1)C(=NC(=N2)N)N)C3=CC=C(C=C3)C(=O)NC(CCC(=O)O)C(=O)O. Cell line: SF-268.